Dataset: Full USPTO retrosynthesis dataset with 1.9M reactions from patents (1976-2016). Task: Predict the reactants needed to synthesize the given product. (1) Given the product [Cl-:1].[CH3:16][O:3][C:2]([C:5]1[CH:6]=[CH:7][C:8]([C:11]2([NH3+:14])[CH2:13][CH2:12]2)=[CH:9][CH:10]=1)=[O:4], predict the reactants needed to synthesize it. The reactants are: [Cl-:1].[C:2]([C:5]1[CH:10]=[CH:9][C:8]([C:11]2([NH3+:14])[CH2:13][CH2:12]2)=[CH:7][CH:6]=1)([OH:4])=[O:3].Cl.[CH3:16]O. (2) Given the product [CH3:1][O:2][C:3](=[O:20])[C:4]1[CH:9]=[CH:8][C:7]([S:10][C:11]2[CH:16]=[CH:15][C:14]([O:17][CH3:18])=[CH:13][CH:12]=2)=[C:6]([NH:19][C:33]2[C:23]3[CH:28]=[CH:27][CH:26]=[N:25][C:24]=3[N:29]=[CH:30][N:31]=2)[CH:5]=1, predict the reactants needed to synthesize it. The reactants are: [CH3:1][O:2][C:3](=[O:20])[C:4]1[CH:9]=[CH:8][C:7]([S:10][C:11]2[CH:16]=[CH:15][C:14]([O:17][CH3:18])=[CH:13][CH:12]=2)=[C:6]([NH2:19])[CH:5]=1.C([C:23]1[C:24]([N:29]=[CH:30][N:31]([CH3:33])C)=[N:25][CH:26]=[CH:27][CH:28]=1)#N. (3) Given the product [Br:10][CH2:2][C:1]([C:4]1[CH:9]=[CH:8][CH:7]=[CH:6][CH:5]=1)=[O:3], predict the reactants needed to synthesize it. The reactants are: [C:1]([C:4]1[CH:9]=[CH:8][CH:7]=[CH:6][CH:5]=1)(=[O:3])[CH3:2].[BrH:10].BrBr.CC(O)=O. (4) Given the product [C:15]([OH:17])(=[O:16])[C:8]1[CH:7]=[CH:6][CH:14]=[C:10]([C:11]([OH:13])=[O:12])[CH:9]=1, predict the reactants needed to synthesize it. The reactants are: [Na].S([C:6]1[CH:7]=[C:8]([C:15]([OH:17])=[O:16])[CH:9]=[C:10]([CH:14]=1)[C:11]([OH:13])=[O:12])(O)(=O)=O. (5) Given the product [N+:12]([C:15]1[CH:16]=[CH:17][C:18]([S:21]([O:5][CH2:4][CH2:3][O:2][CH3:1])(=[O:23])=[O:22])=[CH:19][CH:20]=1)([O-:14])=[O:13], predict the reactants needed to synthesize it. The reactants are: [CH3:1][O:2][CH2:3][CH2:4][OH:5].N1C=CC=CC=1.[N+:12]([C:15]1[CH:20]=[CH:19][C:18]([S:21](Cl)(=[O:23])=[O:22])=[CH:17][CH:16]=1)([O-:14])=[O:13].Cl.